This data is from Reaction yield outcomes from USPTO patents with 853,638 reactions. The task is: Predict the reaction yield, written as a fraction of the theoretical maximum amount of product (1.0 means a 100% yield; for example, 0.34 means a 34% yield). (1) The reactants are [N:1]1[C:10]2[CH:9]=[CH:8][NH:7][C:6](=O)[C:5]=2[CH:4]=[CH:3][CH:2]=1.O=P(Cl)(Cl)[Cl:14]. No catalyst specified. The product is [Cl:14][C:6]1[N:7]=[CH:8][CH:9]=[C:10]2[C:5]=1[CH:4]=[CH:3][CH:2]=[N:1]2. The yield is 0.950. (2) The yield is 0.790. The product is [CH:62]1([S:65]([NH:68][C:32]([C@@:27]23[CH2:31][C@H:26]2[CH:25]=[CH:24][CH2:23][CH2:22][CH2:21][CH2:20][CH2:19][C@H:18]([NH:35][C:36]([C:38]2[CH:42]=[C:41]([CH3:43])[O:40][N:39]=2)=[O:37])[C:17](=[O:44])[N:16]2[CH2:45][C@H:13]([O:12][C:8]4[C:7]([C:46]([F:47])([F:49])[F:48])=[N:6][C:5]5[C:10](=[CH:11][C:2]([F:1])=[CH:3][CH:4]=5)[N:9]=4)[CH2:14][C@H:15]2[C:29](=[O:30])[NH:28]3)=[O:33])(=[O:67])=[O:66])[CH2:64][CH2:63]1. The reactants are [F:1][C:2]1[CH:11]=[C:10]2[C:5]([N:6]=[C:7]([C:46]([F:49])([F:48])[F:47])[C:8]([O:12][C@H:13]3[CH2:45][N:16]4[C:17](=[O:44])[C@@H:18]([NH:35][C:36]([C:38]5[CH:42]=[C:41]([CH3:43])[O:40][N:39]=5)=[O:37])[CH2:19][CH2:20][CH2:21][CH2:22][CH2:23][CH:24]=[CH:25][C@@H:26]5[CH2:31][C@@:27]5([C:32](O)=[O:33])[NH:28][C:29](=[O:30])[C@@H:15]4[CH2:14]3)=[N:9]2)=[CH:4][CH:3]=1.C(C1NC=CN=1)(C1NC=CN=1)=O.[CH:62]1([S:65]([NH2:68])(=[O:67])=[O:66])[CH2:64][CH2:63]1.C1CCN2C(=NCCC2)CC1.CC1CCCO1. The catalyst is CN1C(=O)CCC1.C(OC(C)C)(=O)C.